From a dataset of Catalyst prediction with 721,799 reactions and 888 catalyst types from USPTO. Predict which catalyst facilitates the given reaction. Reactant: [Br:1][C:2]1[N:3]=[C:4]([C:7]([OH:9])=O)[S:5][CH:6]=1.C1C=CC2N(O)N=NC=2C=1.[NH2:20][CH2:21][C:22]([CH3:25])([OH:24])[CH3:23].CCN=C=NCCCN(C)C. Product: [Br:1][C:2]1[N:3]=[C:4]([C:7]([NH:20][CH2:21][C:22]([OH:24])([CH3:25])[CH3:23])=[O:9])[S:5][CH:6]=1. The catalyst class is: 3.